From a dataset of Experimentally validated miRNA-target interactions with 360,000+ pairs, plus equal number of negative samples. Binary Classification. Given a miRNA mature sequence and a target amino acid sequence, predict their likelihood of interaction. (1) The miRNA is hsa-miR-138-1-3p with sequence GCUACUUCACAACACCAGGGCC. The protein sequence of the target gene is MRRLICKRICDYKSFDDEESVDGNRPSSAASAFKVPAPKTPGNPVSSARKPGSAGGPKVGGPSKEGGAGAVDEDDFIKAFTDVPSVQIYSSRELEETLNKIREILSDDKHDWDQRANALKKIRSLLVAGAAQYDCFFQHLRLLDGALKLSAKDLRSQVVREACITVAHLSTVLGNKFDHGAEAIVPTLFNLVPNSAKVMATSGCAAIRFIIRHTHVPRLIPLITSNCTSKSVPVRRRSFEFLDLLLQEWQTHSLERHAAVLVETIKKGIHDADAEARVEARKTYMGLRNHFPGEAETLYN.... Result: 0 (no interaction). (2) The miRNA is hsa-miR-6784-5p with sequence GCCGGGGCUUUGGGUGAGGG. The protein sequence of the target gene is MARDLVMFRDVAVDFSQEEWECLNSYQRNLYRDVILENYSNLVSLAGCSISKPDVITLLEQGKEPWMVVRDEKRRWTLDLESRYDTKKLFQGKDIYEMNLSQWKVMERIKSCGLEEQESPHEVCFRQVTKTTSEKMPTYRKLTSLPLYQKSHNREKPYECGECGKAFRVRQQLTFHQRIHTGEKPYECKECGKAFRQCAHLSRHQRIHTSDKLYECKKCGKIFTCGSDLRVHQRIHIGEKPYECKECGKAFRVRGQLNLHQRIHTGEKPYECKECGKAFRQYAHLTRHQRLNIAEKCYEC.... Result: 0 (no interaction). (3) The miRNA is hsa-miR-4651 with sequence CGGGGUGGGUGAGGUCGGGC. The protein sequence of the target gene is MELDFGHFDERDKTSRNMRGSRMNGLPSPTHSAHCSFYRTRTLQALSNEKKAKKVRFYRNGDRYFKGIVYAVSSDRFRSFDALLADLTRSLSDNINLPQGVRYIYTIDGSRKIGSMDELEEGESYVCSSDNFFKKVEYTKNVNPNWSVNVKTSANMKAPQSLASSNSAQARENKDFVRPKLVTIIRSGVKPRKAVRVLLNKKTAHSFEQVLTDITEAIKLETGVVKKLYTLDGKQVTCLHDFFGDDDVFIACGPEKFRYAQDDFSLDENECRVMKGNPSATAGPKASPTPQKTSAKSPGP.... Result: 1 (interaction).